Dataset: Peptide-MHC class II binding affinity with 134,281 pairs from IEDB. Task: Regression. Given a peptide amino acid sequence and an MHC pseudo amino acid sequence, predict their binding affinity value. This is MHC class II binding data. (1) The MHC is DRB1_1201 with pseudo-sequence DRB1_1201. The binding affinity (normalized) is 0.366. The peptide sequence is PDAEKIVAAVIEKKL. (2) The peptide sequence is GKIWPSHKGRPGNFLQSR. The MHC is DRB5_0101 with pseudo-sequence DRB5_0101. The binding affinity (normalized) is 0.503.